Dataset: Clinical trial toxicity outcomes and FDA approval status for drugs. Task: Regression/Classification. Given a drug SMILES string, predict its toxicity properties. Task type varies by dataset: regression for continuous values (e.g., LD50, hERG inhibition percentage) or binary classification for toxic/non-toxic outcomes (e.g., AMES mutagenicity, cardiotoxicity, hepatotoxicity). Dataset: clintox. (1) The molecule is NC(=O)N/C=C1\NC(=O)[C@H](CO)NC(=O)[C@H](CO)NC(=O)[C@@H](NC(=O)C[C@@H]([NH3+])CCC[NH3+])CNC(=O)[C@H]([C@H]2C[C@H](O)[NH+]=C(N)N2)NC1=O. The result is 0 (passed clinical trial). (2) The compound is CC(C)(C)[NH2+]CC(O)COc1cccc2c1CCC(=O)N2. The result is 0 (passed clinical trial). (3) The drug is COc1cc2ncnc(Nc3ccc(F)c(Cl)c3)c2cc1OCCC[NH+]1CCOCC1. The result is 0 (passed clinical trial).